Dataset: Forward reaction prediction with 1.9M reactions from USPTO patents (1976-2016). Task: Predict the product of the given reaction. (1) Given the reactants [Br:1][C:2]1[CH:3]=[C:4]([F:21])[C:5]([CH:8](C(OCC)=O)[C:9]([O:11][C:12](C)(C)[CH3:13])=[O:10])=[N:6][CH:7]=1.C(O)(C(F)(F)F)=O, predict the reaction product. The product is: [Br:1][C:2]1[CH:3]=[C:4]([F:21])[C:5]([CH2:8][C:9]([O:11][CH2:12][CH3:13])=[O:10])=[N:6][CH:7]=1. (2) Given the reactants [S:1]([O-:5])([O-:4])(=[O:3])=[O:2].[NH2:6][CH2:7][C:8](=[O:21])[CH2:9][CH2:10][C:11]([O:13][CH2:14][C:15]1[CH:20]=[CH:19][CH:18]=[CH:17][CH:16]=1)=[O:12], predict the reaction product. The product is: [S:1]([OH:5])([OH:4])(=[O:3])=[O:2].[NH2:6][CH2:7][C:8](=[O:21])[CH2:9][CH2:10][C:11]([O:13][CH2:14][C:15]1[CH:16]=[CH:17][CH:18]=[CH:19][CH:20]=1)=[O:12]. (3) Given the reactants [CH:1]([O:4][C:5]([N:7]1[CH2:13][CH2:12][CH2:11][CH:10]([N:14]([C:21](=O)[C:22]2[CH:27]=[C:26]([C:28]([F:31])([F:30])[F:29])[CH:25]=[C:24]([C:32]([F:35])([F:34])[F:33])[CH:23]=2)[C:15]2[CH:16]=[N:17][CH:18]=[CH:19][CH:20]=2)[C:9]2[CH:37]=[C:38]([CH3:45])[C:39]([C:41]([F:44])([F:43])[F:42])=[CH:40][C:8]1=2)=[O:6])([CH3:3])[CH3:2], predict the reaction product. The product is: [CH:1]([O:4][C:5]([N:7]1[CH2:13][CH2:12][CH2:11][CH:10]([N:14]([CH2:21][C:22]2[CH:23]=[C:24]([C:32]([F:33])([F:34])[F:35])[CH:25]=[C:26]([C:28]([F:29])([F:30])[F:31])[CH:27]=2)[C:15]2[CH:16]=[N:17][CH:18]=[CH:19][CH:20]=2)[C:9]2[CH:37]=[C:38]([CH3:45])[C:39]([C:41]([F:44])([F:43])[F:42])=[CH:40][C:8]1=2)=[O:6])([CH3:3])[CH3:2]. (4) Given the reactants Cl.[NH2:2][CH:3]1[CH2:7][C:6]([F:9])([F:8])[CH2:5][CH:4]1[NH:10][C:11](=[O:23])[C:12]1[CH:17]=[CH:16][CH:15]=[CH:14][C:13]=1[N:18]1[N:22]=[CH:21][CH:20]=[N:19]1.Cl[C:25]1[CH:30]=[N:29][C:28]([C:31]([F:34])([F:33])[F:32])=[CH:27][N:26]=1.CCN(C(C)C)C(C)C, predict the reaction product. The product is: [F:8][C:6]1([F:9])[CH2:5][CH:4]([NH:10][C:11](=[O:23])[C:12]2[CH:17]=[CH:16][CH:15]=[CH:14][C:13]=2[N:18]2[N:19]=[CH:20][CH:21]=[N:22]2)[CH:3]([NH:2][C:25]2[CH:30]=[N:29][C:28]([C:31]([F:34])([F:33])[F:32])=[CH:27][N:26]=2)[CH2:7]1.